This data is from Rat liver microsome stability data. The task is: Regression/Classification. Given a drug SMILES string, predict its absorption, distribution, metabolism, or excretion properties. Task type varies by dataset: regression for continuous measurements (e.g., permeability, clearance, half-life) or binary classification for categorical outcomes (e.g., BBB penetration, CYP inhibition). Dataset: rlm. The compound is Nc1ccc(Oc2ccc(S(=O)(=O)CC3CS3)cc2)cc1. The result is 1 (stable in rat liver microsomes).